Dataset: Catalyst prediction with 721,799 reactions and 888 catalyst types from USPTO. Task: Predict which catalyst facilitates the given reaction. (1) Reactant: [CH3:1][C:2]1[CH:11]=[CH:10][C:9]2[C:4](=[C:5]([N+:12]([O-:14])=[O:13])[CH:6]=[CH:7][CH:8]=2)[N:3]=1.[I-].C[N+:17](C)(C)N.CC(C)([O-])C.[K+].[Cl-]. Product: [CH3:1][C:2]1[CH:11]=[CH:10][C:9]2[C:4](=[C:5]([N+:12]([O-:14])=[O:13])[C:6]([NH2:17])=[CH:7][CH:8]=2)[N:3]=1. The catalyst class is: 16. (2) Reactant: [C:1](Cl)(=[O:4])[CH:2]=[CH2:3].[C:6]1([N:12]([C:21]2[CH:26]=[CH:25][CH:24]=[CH:23][CH:22]=2)[C:13]2[CH:20]=[CH:19][C:16]([CH2:17][OH:18])=[CH:15][CH:14]=2)[CH:11]=[CH:10][CH:9]=[CH:8][CH:7]=1.C(N(CC)CC)C. Product: [C:1]([O:18][CH2:17][C:16]1[CH:19]=[CH:20][C:13]([N:12]([C:21]2[CH:26]=[CH:25][CH:24]=[CH:23][CH:22]=2)[C:6]2[CH:11]=[CH:10][CH:9]=[CH:8][CH:7]=2)=[CH:14][CH:15]=1)(=[O:4])[CH:2]=[CH2:3]. The catalyst class is: 2. (3) Reactant: [CH2:1]([N:6](CCO[Si](CCC1C=CC=CC=1)(OC)OC)[CH2:7][CH2:8][CH2:9][CH2:10][CH3:11])[CH2:2][CH2:3][CH2:4][CH3:5]. Product: [CH2:7]([NH:6][CH2:1][CH2:2][CH2:3][CH2:4][CH3:5])[CH2:8][CH2:9][CH2:10][CH3:11]. The catalyst class is: 11. (4) Reactant: [NH:1]1[CH2:7][CH2:6][CH2:5][CH:4]([NH:8]C(=O)OC(C)(C)C)[CH2:3][CH2:2]1.CCN(C(C)C)C(C)C.Cl[C:26]1[N:31]=[C:30]([C:32]2[CH:41]=[CH:40][C:39]3[C:34](=[CH:35][CH:36]=[CH:37][CH:38]=3)[CH:33]=2)[CH:29]=[CH:28][N:27]=1. Product: [CH:33]1[C:34]2[C:39](=[CH:38][CH:37]=[CH:36][CH:35]=2)[CH:40]=[CH:41][C:32]=1[C:30]1[CH:29]=[CH:28][N:27]=[C:26]([N:1]2[CH2:7][CH2:6][CH2:5][CH:4]([NH2:8])[CH2:3][CH2:2]2)[N:31]=1. The catalyst class is: 148.